From a dataset of Full USPTO retrosynthesis dataset with 1.9M reactions from patents (1976-2016). Predict the reactants needed to synthesize the given product. Given the product [O:12]1[CH2:13][CH2:14][CH2:15][CH2:16][CH:11]1[N:6]1[C:7]2[C:3](=[C:2]([B:17]3[O:21][C:20]([CH3:23])([CH3:22])[C:19]([CH3:25])([CH3:24])[O:18]3)[CH:10]=[CH:9][CH:8]=2)[CH:4]=[N:5]1, predict the reactants needed to synthesize it. The reactants are: Br[C:2]1[CH:10]=[CH:9][CH:8]=[C:7]2[C:3]=1[CH:4]=[N:5][N:6]2[CH:11]1[CH2:16][CH2:15][CH2:14][CH2:13][O:12]1.[B:17]1([B:17]2[O:21][C:20]([CH3:23])([CH3:22])[C:19]([CH3:25])([CH3:24])[O:18]2)[O:21][C:20]([CH3:23])([CH3:22])[C:19]([CH3:25])([CH3:24])[O:18]1.P([O-])([O-])([O-])=O.[K+].[K+].[K+].C1(P(C2C=CC=CC=2)C2C=CC=CC=2)C=CC=CC=1.